This data is from Full USPTO retrosynthesis dataset with 1.9M reactions from patents (1976-2016). The task is: Predict the reactants needed to synthesize the given product. (1) Given the product [CH3:32][CH:30]([C:23]1[C:24]2[C:29](=[CH:28][CH:27]=[CH:26][CH:25]=2)[N:21]([C:19]2[N:20]=[C:14]([CH:11]3[CH2:10][CH2:9][N:8]([C:6]([O:5][C:1]([CH3:2])([CH3:3])[CH3:4])=[O:7])[CH2:13][CH2:12]3)[O:16][N:18]=2)[N:22]=1)[CH3:31], predict the reactants needed to synthesize it. The reactants are: [C:1]([O:5][C:6]([N:8]1[CH2:13][CH2:12][CH:11]([C:14]([OH:16])=O)[CH2:10][CH2:9]1)=[O:7])([CH3:4])([CH3:3])[CH3:2].O[N:18]=[C:19]([N:21]1[C:29]2[C:24](=[CH:25][CH:26]=[CH:27][CH:28]=2)[C:23]([CH:30]([CH3:32])[CH3:31])=[N:22]1)[NH2:20].O. (2) Given the product [NH2:13][C:14]1[N:15]=[CH:16][C:17]([C:18]([N:4]=[S@@:2]([CH2:5][CH2:6][CH2:7][CH2:8][C:9]([O:11][CH3:12])=[O:10])([CH3:1])=[O:3])=[O:19])=[CH:21][C:22]=1[C:23]#[C:24][C:25]1[CH:30]=[CH:29][CH:28]=[C:27]([NH:31][C:32](=[O:33])[C:34]2[CH:48]=[CH:46][C:36]([O:35][CH3:59])=[C:37]([O:80][CH3:79])[CH:38]=2)[CH:26]=1, predict the reactants needed to synthesize it. The reactants are: [CH3:1][S@:2]([CH2:5][CH2:6][CH2:7][CH2:8][C:9]([O:11][CH3:12])=[O:10])(=[NH:4])=[O:3].[NH2:13][C:14]1[C:22]([C:23]#[C:24][C:25]2[CH:30]=[CH:29][CH:28]=[C:27]([NH:31][C:32]([C:34]3[O:35][CH:36]=[CH:37][C:38]=3C)=[O:33])[CH:26]=2)=[CH:21][C:17]([C:18](O)=[O:19])=[CH:16][N:15]=1.C(N([CH:46]([CH3:48])C)CC)(C)C.F[P-](F)(F)(F)(F)F.N1(O[P+](N(C)C)(N(C)C)N(C)C)C2C=CC=C[C:59]=2N=N1.CN([CH:79]=[O:80])C.